Dataset: Catalyst prediction with 721,799 reactions and 888 catalyst types from USPTO. Task: Predict which catalyst facilitates the given reaction. (1) Reactant: [CH3:1][O:2][C:3](=[O:13])[O:4][C:5]1[CH:10]=[CH:9][C:8]([F:11])=[CH:7][C:6]=1[CH3:12].[N+:14]([O-])([O-:16])=[O:15].[K+]. Product: [CH3:1][O:2][C:3](=[O:13])[O:4][C:5]1[CH:10]=[C:9]([N+:14]([O-:16])=[O:15])[C:8]([F:11])=[CH:7][C:6]=1[CH3:12]. The catalyst class is: 65. (2) Reactant: C([O:8][CH2:9][CH2:10][N:11]1[C:24]2[C:16](=[CH:17][C:18]3[CH2:19][O:20][CH2:21][C:22]=3[CH:23]=2)[C@@H:15]([N:25]([CH2:32][C:33]2[CH:38]=[C:37]([C:39]([F:42])([F:41])[F:40])[CH:36]=[C:35]([C:43]([F:46])([F:45])[F:44])[CH:34]=2)[C:26]2[N:27]=[N:28][N:29]([CH3:31])[N:30]=2)[CH2:14][CH2:13][CH2:12]1)C1C=CC=CC=1. Product: [F:46][C:43]([F:44])([F:45])[C:35]1[CH:34]=[C:33]([CH:38]=[C:37]([C:39]([F:40])([F:41])[F:42])[CH:36]=1)[CH2:32][N:25]([C:26]1[N:27]=[N:28][N:29]([CH3:31])[N:30]=1)[C@@H:15]1[C:16]2=[CH:17][C:18]3[CH2:19][O:20][CH2:21][C:22]=3[CH:23]=[C:24]2[N:11]([CH2:10][CH2:9][OH:8])[CH2:12][CH2:13][CH2:14]1. The catalyst class is: 19. (3) Reactant: [C:1]([C:3]1[CH:8]=[CH:7][C:6]([CH:9](O)[CH2:10][S:11][C:12]2[NH:16][C:15]([C:17]([O:19][CH2:20][CH3:21])=[O:18])=[CH:14][N:13]=2)=[CH:5][C:4]=1[F:23])#[N:2].C(N(CC)C(C)C)(C)C.C(OC(OC(C)(C)C)=O)(OC(C)(C)C)=O.CS(OS(C)(=O)=O)(=O)=O.C(=O)(O)[O-].[Na+]. Product: [C:1]([C:3]1[CH:8]=[CH:7][C:6]([CH:9]2[CH2:10][S:11][C:12]3=[N:13][CH:14]=[C:15]([C:17]([O:19][CH2:20][CH3:21])=[O:18])[N:16]23)=[CH:5][C:4]=1[F:23])#[N:2]. The catalyst class is: 59. (4) Reactant: C([O:4][C@H:5]1[C@H:9]([CH2:10]/[CH:11]=[CH:12]\[CH2:13][CH2:14][CH2:15][C:16]([O:18]C)=[O:17])[C@@H:8]([CH2:20][O:21][Si:22]([CH3:28])([CH3:27])[C:23]([CH3:26])([CH3:25])[CH3:24])[C@H:7]([O:29][CH:30]2[CH2:35][CH2:34][CH2:33][CH2:32][O:31]2)[CH2:6]1)(=O)C.[OH-].[Na+].Cl.C(=O)([O-])O.[Na+].[I:44]I.S([O-])([O-])(=O)=S.[Na+].[Na+]. Product: [CH3:27][Si:22]([CH3:28])([C:23]([CH3:24])([CH3:26])[CH3:25])[O:21][CH2:20][C@H:8]1[C@H:7]([O:29][CH:30]2[CH2:35][CH2:34][CH2:33][CH2:32][O:31]2)[CH2:6][C@@H:5]([OH:4])[C@@H:9]1[CH2:10][CH:11]([C@H:12]1[O:17][C:16](=[O:18])[CH2:15][CH2:14][CH2:13]1)[I:44]. The catalyst class is: 362. (5) Reactant: [C:1]([C:3]1[CH:4]=[C:5]([C:13]2[S:17][C:16]([C:18]3[C:19]([CH2:32][CH3:33])=[C:20]([CH2:24][CH2:25][CH2:26][C:27]([O:29]CC)=[O:28])[CH:21]=[CH:22][CH:23]=3)=[N:15][N:14]=2)[CH:6]=[CH:7][C:8]=1[O:9][CH:10]([CH3:12])[CH3:11])#[N:2].[OH-].[Na+].Cl. Product: [C:1]([C:3]1[CH:4]=[C:5]([C:13]2[S:17][C:16]([C:18]3[C:19]([CH2:32][CH3:33])=[C:20]([CH2:24][CH2:25][CH2:26][C:27]([OH:29])=[O:28])[CH:21]=[CH:22][CH:23]=3)=[N:15][N:14]=2)[CH:6]=[CH:7][C:8]=1[O:9][CH:10]([CH3:12])[CH3:11])#[N:2]. The catalyst class is: 30. (6) Reactant: [C:1]([N:4]1[CH2:9][CH2:8][N:7]([C:10]2[N:11]([CH2:32][C:33]([F:36])([F:35])[F:34])[C:12]3[C:17]([N:18]=2)=[C:16]([N:19]2[CH2:24][CH2:23][O:22][CH2:21][CH2:20]2)[N:15]=[C:14]([C:25]2[CH:26]=[N:27][C:28]([NH2:31])=[N:29][CH:30]=2)[N:13]=3)[CH2:6][C@H:5]1[CH3:37])(=[O:3])[CH3:2].[S:38](=[O:42])(=[O:41])([OH:40])[OH:39]. Product: [S:38]([OH:42])([OH:41])(=[O:40])=[O:39].[C:1]([N:4]1[CH2:9][CH2:8][N:7]([C:10]2[N:11]([CH2:32][C:33]([F:36])([F:35])[F:34])[C:12]3[C:17]([N:18]=2)=[C:16]([N:19]2[CH2:20][CH2:21][O:22][CH2:23][CH2:24]2)[N:15]=[C:14]([C:25]2[CH:26]=[N:27][C:28]([NH2:31])=[N:29][CH:30]=2)[N:13]=3)[CH2:6][C@H:5]1[CH3:37])(=[O:3])[CH3:2]. The catalyst class is: 8. (7) Reactant: CN(C(ON1N=[N:16][C:11]2[CH:12]=[CH:13][CH:14]=[CH:15]C1=2)=[N+](C)C)C.[B-](F)(F)(F)F.[Cl:23][C:24]1[CH:29]=[CH:28][C:27]([C:30]2[O:31][C:32]([C:36]([OH:38])=O)=[C:33]([CH3:35])[N:34]=2)=[CH:26][CH:25]=1.C([N:41]([CH2:44][CH3:45])[CH2:42][CH3:43])C.[OH-:46].[Na+].[ClH:48].O1CCOCC1.[CH3:55][N:56](C=O)C. Product: [ClH:23].[ClH:48].[ClH:23].[Cl:23][C:24]1[CH:25]=[CH:26][C:27]([C:30]2[O:31][C:32]([C:36]([N:41]3[CH2:42][CH2:43][NH:56][CH2:55][CH:44]3[CH2:45][O:46][C:14]3[CH:15]=[N:16][CH:11]=[CH:12][CH:13]=3)=[O:38])=[C:33]([CH3:35])[N:34]=2)=[CH:28][CH:29]=1. The catalyst class is: 24.